This data is from Forward reaction prediction with 1.9M reactions from USPTO patents (1976-2016). The task is: Predict the product of the given reaction. (1) Given the reactants [C:1]([Br:5])(Br)(Br)Br.[CH:6]1([CH2:9][O:10][C:11]2[CH:16]=[CH:15][C:14](CO)=[CH:13][C:12]=2[O:19][C:20]([F:23])([F:22])[F:21])[CH2:8][CH2:7]1.C1(P(C2C=CC=CC=2)C2C=CC=CC=2)C=CC=CC=1, predict the reaction product. The product is: [Br:5][CH2:1][C:14]1[CH:15]=[CH:16][C:11]([O:10][CH2:9][CH:6]2[CH2:8][CH2:7]2)=[C:12]([O:19][C:20]([F:21])([F:22])[F:23])[CH:13]=1. (2) Given the reactants [F:1][C:2]1[CH:24]=[CH:23][C:5]([CH:6]=[C:7]2[CH2:16][CH2:15][C:14]3[CH:13]=[C:12]([C:17]([O:19][CH2:20][CH3:21])=[O:18])[CH:11]=[CH:10][C:9]=3[C:8]2=O)=[CH:4][CH:3]=1.Cl.[Cl:26][C:27]1[CH:34]=[C:33]([NH:35][NH2:36])[CH:32]=[CH:31][C:28]=1[C:29]#[N:30], predict the reaction product. The product is: [Cl:26][C:27]1[CH:34]=[C:33]([N:35]2[CH:6]([C:5]3[CH:23]=[CH:24][C:2]([F:1])=[CH:3][CH:4]=3)[CH:7]3[C:8]([C:9]4[CH:10]=[CH:11][C:12]([C:17]([O:19][CH2:20][CH3:21])=[O:18])=[CH:13][C:14]=4[CH2:15][CH2:16]3)=[N:36]2)[CH:32]=[CH:31][C:28]=1[C:29]#[N:30]. (3) Given the reactants CC(O[C:6]([N:8](C)[CH2:9][CH2:10][CH2:11][NH:12][C:13](=[O:30])[C@H:14]([CH2:26][CH:27]([CH3:29])[CH3:28])[NH:15][C:16]([O:18][CH2:19][C:20]1[CH:25]=[CH:24][CH:23]=[CH:22][CH:21]=1)=[O:17])=O)(C)C.Cl.O1CCOCC1, predict the reaction product. The product is: [CH3:6][NH:8][CH2:9][CH2:10][CH2:11][NH:12][C:13](=[O:30])[C@H:14]([CH2:26][CH:27]([CH3:28])[CH3:29])[NH:15][C:16]([O:18][CH2:19][C:20]1[CH:21]=[CH:22][CH:23]=[CH:24][CH:25]=1)=[O:17]. (4) Given the reactants I[C:2]1[CH:7]=[CH:6][N:5]=[CH:4][C:3]=1[NH:8][CH2:9][C:10]#[N:11].[CH3:12][C:13]1[CH:18]=[CH:17][CH:16]=[CH:15][C:14]=1B(O)O, predict the reaction product. The product is: [C:13]1([CH3:12])[CH:18]=[CH:17][CH:16]=[CH:15][C:14]=1[C:2]1[CH:7]=[CH:6][N:5]=[CH:4][C:3]=1[NH:8][CH2:9][C:10]#[N:11]. (5) Given the reactants [Cl:1][C:2]1[N:3]=[C:4]([C:9]([OH:11])=O)[NH:5][C:6]=1[CH2:7][CH3:8].S(Cl)(Cl)=O.[NH2:16][C:17]1[CH:22]=[CH:21][C:20]([C:23]2[O:24][C:25]([CH3:32])=[C:26]([C:28]([O:30][CH3:31])=[O:29])[N:27]=2)=[CH:19][C:18]=1[CH3:33], predict the reaction product. The product is: [CH3:31][O:30][C:28]([C:26]1[N:27]=[C:23]([C:20]2[CH:21]=[CH:22][C:17]([NH:16][C:9]([C:4]3[NH:5][C:6]([CH2:7][CH3:8])=[C:2]([Cl:1])[N:3]=3)=[O:11])=[C:18]([CH3:33])[CH:19]=2)[O:24][C:25]=1[CH3:32])=[O:29]. (6) The product is: [NH2:1][C:2]1[N:7]2[CH:8]=[C:9]([CH2:11][CH3:12])[N:10]=[C:6]2[C:5]([C:13]([NH:29][CH:30]2[CH2:35][CH2:34][N:33]([CH2:36][CH2:37][CH2:38][O:39][CH3:40])[CH2:32][CH2:31]2)=[O:15])=[CH:4][C:3]=1[Cl:16]. Given the reactants [NH2:1][C:2]1[N:7]2[CH:8]=[C:9]([CH2:11][CH3:12])[N:10]=[C:6]2[C:5]([C:13]([OH:15])=O)=[CH:4][C:3]=1[Cl:16].NC1N2C=CN=C2C(C([NH:29][CH:30]2[CH2:35][CH2:34][N:33]([CH2:36][CH2:37][CH2:38][O:39][CH3:40])[CH2:32][CH2:31]2)=O)=CC=1Cl, predict the reaction product.